This data is from Experimentally validated miRNA-target interactions with 360,000+ pairs, plus equal number of negative samples. The task is: Binary Classification. Given a miRNA mature sequence and a target amino acid sequence, predict their likelihood of interaction. (1) Result: 1 (interaction). The protein sequence of the target gene is MELSPRSPPEMLEESDCPSPLELKSAPSKKMWIKLRSLLRYMVKQLENGEINIEELKKNLEYTASLLEAVYIDETRQILDTEDELQELRSDAVPSEVRDWLASTFTQQARAKGRRAEEKPKFRSIVHAVQAGIFVERMFRRTYTSVGPTYSTAVLNCLKNLDLWCFDVFSLNQAADDHALRTIVFELLTRHNLISRFKIPTVFLMSFLDALETGYGKYKNPYHNQIHAADVTQTVHCFLLRTGMVHCLSEIELLAIIFAAAIHDYEHTGTTNSFHIQTKSECAIVYNDRSVLENHHISSV.... The miRNA is hsa-miR-1248 with sequence ACCUUCUUGUAUAAGCACUGUGCUAAA. (2) The miRNA is hsa-miR-548aq-5p with sequence GAAAGUAAUUGCUGUUUUUGCC. The protein sequence of the target gene is MSELSDEASEPELLNRSLSMWHGLGTQVSGEELDVPLDLHTAASIGQYEVVKECVQRRELDLNKKNGGGWTPLMYASYIGHDTIVHLLLEAGVSVNVPTPEGQTPLMLASSCGNESIAYFLLQQGAELEMKDIQGWTALFHCTSAGHQHMVRFLLDSGANANVREPICGFTPLMEAAAAGHEIIVQYFLNHGVKVDARDHSGATARMLAKQYGHMKIVALMDTYSPSLPKSLYRSPEKYEDLSSSDESCPAPQRQRPCRKKGVSIHEGPRALARITGIGLGGRAPRPRYEQAPPRGYVTF.... Result: 0 (no interaction). (3) The miRNA is mmu-miR-1892 with sequence AUUUGGGGACGGGAGGGAGGAU. The protein sequence of the target gene is MPSSSDTALGGGGGLSWAEKKLEERRKRRRFLSPQQPPLLLPLLQPQLLQPPPPPPPLLFLAAPGAAAAAAAAAAASSSCFSPGPPLEVKRLARGKRRPGGRQKRRRGPRAGQEAEKRRVFSLPQPQQDGGGGASSGGGVTPLVEYEDVSSQSEQGLLLGGASAATAATAAGGTGGNGGSPASSSGTQRRAEGSERRPRRDRRSSSGRSKERHREHRRRDGTRSGSEASKARSRHGHSGEERAEAAKSGSSSSSGGRRKSASATSSSSSSRKDRDLKAHRSRTKSSKEPPSAYKEPPKAY.... Result: 0 (no interaction). (4) The miRNA is hsa-miR-30c-2-3p with sequence CUGGGAGAAGGCUGUUUACUCU. The protein sequence of the target gene is MQAEDRSQFGSAAEMLSEQTAALGTGWESMNVQLDGAEPQVERGSQEERPWRTVPGPLEHLCCDLEEEPQSLQEKAQSAPWVPAIPQEGNTGDWEMAAALLAAGSQGLVTIKDVSLCFSQEEWRSLDPSQTDFYGEYVMQENCGIVVSLRFPIPKLDMLSQLEGGEEQWVPDPQDLEERDILRVTYTGDGSEHEGDTPELEAEPPRMLSSVSEDTVLWNPEHDESWDSMPSSSRGMLLGPPFLQEDSFSNLLCSTEMDSLLRPHTCPQCGKQFVWGSHLARHQQTHTGERPYSCLKCEKT.... Result: 1 (interaction).